From a dataset of Catalyst prediction with 721,799 reactions and 888 catalyst types from USPTO. Predict which catalyst facilitates the given reaction. (1) Reactant: [Cl:1][C:2]1[CH:3]=[CH:4][C:5]([NH:8][C:9]([C:11]2[CH:16]=[C:15]([Cl:17])[CH:14]=[CH:13][C:12]=2[NH:18][C:19]([C:21]2[CH:26]=[CH:25][C:24]([S:27]([CH3:34])(=[N:29][C:30](=[O:33])[CH2:31]Cl)=[O:28])=[CH:23][CH:22]=2)=[O:20])=[O:10])=[N:6][CH:7]=1.[CH3:35][NH:36][CH3:37]. Product: [Cl:1][C:2]1[CH:3]=[CH:4][C:5]([NH:8][C:9]([C:11]2[CH:16]=[C:15]([Cl:17])[CH:14]=[CH:13][C:12]=2[NH:18][C:19]([C:21]2[CH:22]=[CH:23][C:24]([S:27]([CH3:34])(=[N:29][C:30](=[O:33])[CH2:31][N:36]([CH3:37])[CH3:35])=[O:28])=[CH:25][CH:26]=2)=[O:20])=[O:10])=[N:6][CH:7]=1. The catalyst class is: 18. (2) Reactant: [C:1]([C@@:3]1([F:20])[C@H:7]([OH:8])[CH2:6][O:5][C@H:4]1[N:9]1[CH:17]=[N:16][C:15]2[C:14](=[O:18])[NH:13][C:12]([NH2:19])=[N:11][C:10]1=2)#[CH:2].C(N([CH2:26][CH3:27])CC)C.[C:28]([O:33][C:34](=[O:38])[CH:35]([CH3:37])[CH3:36])(=O)C(C)C.[C:39]([O-:42])(O)=O.[Na+].[C:44](#N)C. Product: [C:39]([O:8][C@@H:7]1[C@@H:6]([CH2:28][O:33][C:34](=[O:38])[CH:35]([CH3:36])[CH3:37])[O:5][C@@H:4]([N:9]2[CH:17]=[N:16][C:15]3[C:14](=[O:18])[NH:13][C:12]([NH2:19])=[N:11][C:10]2=3)[C@:3]1([C:1]#[CH:2])[F:20])(=[O:42])[CH:26]([CH3:27])[CH3:44]. The catalyst class is: 768. (3) Reactant: [NH:1]1[CH:7]=[CH:6][CH:5]=[CH:4][CH:3]=[CH:2]1.[C:8](OC(=O)C)(=[O:10])[CH3:9]. Product: [N:1]1([C:8](=[O:10])[CH3:9])[CH2:7][CH2:6][CH2:5][CH2:4][CH2:3][CH2:2]1. The catalyst class is: 14. (4) Reactant: [CH2:1]([NH:3][CH2:4][C:5]([NH:7][CH2:8][C:9]1[CH:14]=[C:13]([C:15]2[CH:20]=[CH:19][C:18]([C:21]([F:24])([F:23])[F:22])=[CH:17][CH:16]=2)[N:12]=[CH:11][N:10]=1)=[O:6])[CH3:2].C(N(CC)C(C)C)(C)C.[F:34][C:35]1[CH:40]=[CH:39][C:38]([S:41](Cl)(=[O:43])=[O:42])=[CH:37][CH:36]=1.C(OCC)(=O)C. Product: [CH2:1]([N:3]([S:41]([C:38]1[CH:39]=[CH:40][C:35]([F:34])=[CH:36][CH:37]=1)(=[O:43])=[O:42])[CH2:4][C:5]([NH:7][CH2:8][C:9]1[CH:14]=[C:13]([C:15]2[CH:20]=[CH:19][C:18]([C:21]([F:23])([F:24])[F:22])=[CH:17][CH:16]=2)[N:12]=[CH:11][N:10]=1)=[O:6])[CH3:2]. The catalyst class is: 2. (5) Reactant: [NH2:1][C:2]1[CH:7]=[CH:6][C:5]([C:8]2[C:12]3[C:13]([NH2:31])=[N:14][CH:15]=[C:16]([C:17]4[CH:22]=[CH:21][C:20]([O:23]CC5C=CC=CC=5)=[CH:19][CH:18]=4)[C:11]=3[S:10][CH:9]=2)=[CH:4][CH:3]=1. Product: [NH2:31][C:13]1[C:12]2[C:8]([C:5]3[CH:4]=[CH:3][C:2]([NH2:1])=[CH:7][CH:6]=3)=[CH:9][S:10][C:11]=2[C:16]([C:17]2[CH:22]=[CH:21][C:20]([OH:23])=[CH:19][CH:18]=2)=[CH:15][N:14]=1. The catalyst class is: 570. (6) Reactant: C([Li])CCC.[CH:6]1([C:9]2[CH:14]=[CH:13][C:12]([O:15][CH3:16])=[CH:11][CH:10]=2)[CH2:8][CH2:7]1.CON(C)[C:20](=[O:27])[C:21]1[CH:26]=[CH:25][CH:24]=[CH:23][CH:22]=1.Cl. Product: [CH:6]1([C:9]2[CH:14]=[CH:13][C:12]([O:15][CH3:16])=[C:11]([C:20]([C:21]3[CH:26]=[CH:25][CH:24]=[CH:23][CH:22]=3)=[O:27])[CH:10]=2)[CH2:8][CH2:7]1. The catalyst class is: 1. (7) Reactant: [C:1]1([C:11]2[CH:16]=[CH:15][CH:14]=[CH:13][CH:12]=2)[CH:6]=[CH:5][C:4]([S:7](Cl)(=[O:9])=[O:8])=[CH:3][CH:2]=1.[NH:17]1[CH2:22][CH2:21][CH:20]([C:23]2[NH:27][C:26]3[CH:28]=[CH:29][CH:30]=[CH:31][C:25]=3[N:24]=2)[CH2:19][CH2:18]1.C(N(CC)C(C)C)(C)C. Product: [C:1]1([C:11]2[CH:16]=[CH:15][CH:14]=[CH:13][CH:12]=2)[CH:6]=[CH:5][C:4]([S:7]([N:17]2[CH2:18][CH2:19][CH:20]([C:23]3[NH:24][C:25]4[CH:31]=[CH:30][CH:29]=[CH:28][C:26]=4[N:27]=3)[CH2:21][CH2:22]2)(=[O:9])=[O:8])=[CH:3][CH:2]=1. The catalyst class is: 2. (8) Reactant: Cl[C:2]1[C:7]([Cl:8])=[CH:6][C:5]([Cl:9])=[C:4]([Cl:10])[N:3]=1.[C:11]([N:18]1[CH2:23][CH2:22][NH:21][CH2:20][CH2:19]1)([O:13][C:14]([CH3:17])([CH3:16])[CH3:15])=[O:12].C(=O)([O-])[O-].[K+].[K+].CC(=O)CC. Product: [C:14]([O:13][C:11]([N:18]1[CH2:23][CH2:22][N:21]([C:2]2[C:7]([Cl:8])=[CH:6][C:5]([Cl:9])=[C:4]([Cl:10])[N:3]=2)[CH2:20][CH2:19]1)=[O:12])([CH3:17])([CH3:15])[CH3:16]. The catalyst class is: 6. (9) Reactant: [C:1]([O:5][C:6]([C:8]1[CH:28]=[CH:27][C:11]([NH:12][C:13]2[C:18]([C:19](OCC)=[O:20])=[C:17]([CH3:24])[N:16]=[C:15]([S:25][CH3:26])[N:14]=2)=[CH:10][CH:9]=1)=[O:7])([CH3:4])([CH3:3])[CH3:2].[BH4-].[Na+].O. Product: [OH:20][CH2:19][C:18]1[C:13]([NH:12][C:11]2[CH:27]=[CH:28][C:8]([C:6]([O:5][C:1]([CH3:2])([CH3:4])[CH3:3])=[O:7])=[CH:9][CH:10]=2)=[N:14][C:15]([S:25][CH3:26])=[N:16][C:17]=1[CH3:24]. The catalyst class is: 8.